This data is from Full USPTO retrosynthesis dataset with 1.9M reactions from patents (1976-2016). The task is: Predict the reactants needed to synthesize the given product. (1) Given the product [O:1]1[CH2:5][CH2:4][CH2:3][C@@H:2]1[CH2:6][N:7]1[C:15]2[C:10](=[CH:11][CH:12]=[CH:13][CH:14]=2)[C:9]2([CH2:19][O:18][C:17]3[CH:20]=[C:21]4[C:25](=[CH:26][C:16]2=3)[C:24](=[N:30][OH:31])[CH2:23][O:22]4)[C:8]1=[O:28], predict the reactants needed to synthesize it. The reactants are: [O:1]1[CH2:5][CH2:4][CH2:3][C@@H:2]1[CH2:6][N:7]1[C:15]2[C:10](=[CH:11][CH:12]=[CH:13][CH:14]=2)[C:9]2([CH2:19][O:18][C:17]3[CH:20]=[C:21]4[C:25](=[CH:26][C:16]2=3)[C:24](=O)[CH2:23][O:22]4)[C:8]1=[O:28].Cl.[NH2:30][OH:31].C([O-])(=O)C.[Na+].[OH-].[Na+]. (2) Given the product [Cl:1][C:2]1[CH:3]=[CH:4][C:5]2[N:11]3[C:37]([C:36]([F:47])([F:46])[F:35])=[N:33][N:34]=[C:10]3[C@@H:9]([CH2:13][C:14]([O:16][CH2:17][CH3:18])=[O:15])[O:8][C@H:7]([C:19]3[CH:24]=[CH:23][CH:22]=[C:21]([C:25]([F:28])([F:27])[F:26])[C:20]=3[O:29][CH3:30])[C:6]=2[CH:31]=1, predict the reactants needed to synthesize it. The reactants are: [Cl:1][C:2]1[CH:3]=[CH:4][C:5]2[NH:11][C:10](=S)[C@@H:9]([CH2:13][C:14]([O:16][CH2:17][CH3:18])=[O:15])[O:8][C@H:7]([C:19]3[CH:24]=[CH:23][CH:22]=[C:21]([C:25]([F:28])([F:27])[F:26])[C:20]=3[O:29][CH3:30])[C:6]=2[CH:31]=1.O.[NH2:33][NH2:34].[F:35][C:36]([F:47])([F:46])[C:37](O[C:37](=O)[C:36]([F:47])([F:46])[F:35])=O.FC(F)(F)C(O)=O.